This data is from Catalyst prediction with 721,799 reactions and 888 catalyst types from USPTO. The task is: Predict which catalyst facilitates the given reaction. (1) Reactant: FC(F)(F)S(O[C:7]1[CH:8]=[C:9]2[C:14](=[CH:15][CH:16]=1)[CH:13]([C:17]([O:19][CH3:20])=[O:18])[CH2:12][CH2:11][CH2:10]2)(=O)=O.[OH:23][C:24]1[CH:29]=[CH:28][C:27](B(O)O)=[CH:26][CH:25]=1.C(=O)([O-])[O-].[Na+].[Na+].C(OCC)(=O)C. Product: [OH:23][C:24]1[CH:29]=[CH:28][C:27]([C:7]2[CH:8]=[C:9]3[C:14](=[CH:15][CH:16]=2)[CH:13]([C:17]([O:19][CH3:20])=[O:18])[CH2:12][CH2:11][CH2:10]3)=[CH:26][CH:25]=1. The catalyst class is: 108. (2) The catalyst class is: 18. Product: [CH2:1]([O:3][C:4]([C:6]1[N:7]=[C:8]([CH2:11][O:27][C:24]2[CH:23]=[CH:22][C:21]([C:17]3[CH:18]=[C:19]([F:20])[C:14]([F:13])=[CH:15][C:16]=3[O:28][CH3:29])=[CH:26][CH:25]=2)[S:9][CH:10]=1)=[O:5])[CH3:2]. Reactant: [CH2:1]([O:3][C:4]([C:6]1[N:7]=[C:8]([CH2:11]Br)[S:9][CH:10]=1)=[O:5])[CH3:2].[F:13][C:14]1[C:19]([F:20])=[CH:18][C:17]([C:21]2[CH:26]=[CH:25][C:24]([OH:27])=[CH:23][CH:22]=2)=[C:16]([O:28][CH3:29])[CH:15]=1.C(=O)([O-])[O-].[K+].[K+].[I-].[K+]. (3) Reactant: [CH2:1]([Li])[CH2:2][CH2:3][CH3:4].[O:6]1[C:11]2[CH:12]=CC(C=O)=[CH:15][C:10]=2[O:9][CH2:8][CH2:7]1. Product: [CH:3]([C:2]1[CH:1]=[CH:12][C:11]2[O:6][CH2:7][CH2:8][O:9][C:10]=2[CH:15]=1)=[CH2:4]. The catalyst class is: 307. (4) Reactant: Cl.[NH2:2][CH2:3][CH2:4][C:5]1[CH:10]=[CH:9][C:8]([S:11]([NH:14][C:15]2[S:16][C:17]([CH:20]([CH3:22])[CH3:21])=[N:18][N:19]=2)(=[O:13])=[O:12])=[CH:7][CH:6]=1.C(N(CC)C(C)C)(C)C.[CH3:32][O:33][C:34]1[CH:42]=[C:41]([C:43]([F:46])([F:45])[F:44])[CH:40]=[CH:39][C:35]=1[C:36](O)=[O:37].[B-](F)(F)(F)F.CCOC(/C(/C#N)=N/OC(N(C)C)=[N+](C)C)=O. Product: [CH:20]([C:17]1[S:16][C:15]([NH:14][S:11]([C:8]2[CH:9]=[CH:10][C:5]([CH2:4][CH2:3][NH:2][C:36](=[O:37])[C:35]3[CH:39]=[CH:40][C:41]([C:43]([F:45])([F:46])[F:44])=[CH:42][C:34]=3[O:33][CH3:32])=[CH:6][CH:7]=2)(=[O:13])=[O:12])=[N:19][N:18]=1)([CH3:22])[CH3:21]. The catalyst class is: 9. (5) Reactant: [CH3:1][O:2][C:3]1[CH:4]=[C:5]([C:11]([CH3:15])([CH3:14])[CH2:12][OH:13])[CH:6]=[CH:7][C:8]=1[O:9][CH3:10].CC(OI1(OC(C)=O)(OC(C)=O)OC(=O)C2C=CC=CC1=2)=O.C(=O)(O)[O-].[Na+].S([O-])([O-])(=O)=S.[Na+].[Na+]. Product: [CH3:1][O:2][C:3]1[CH:4]=[C:5]([C:11]([CH3:15])([CH3:14])[CH:12]=[O:13])[CH:6]=[CH:7][C:8]=1[O:9][CH3:10]. The catalyst class is: 4. (6) Reactant: [C:1]1(B(O)O)[CH:6]=[CH:5][CH:4]=[CH:3][CH:2]=1.C(O[C:14]1[C:15](OC(=O)C)=[C:16]([I:20])[CH:17]=[CH:18][CH:19]=1)(=O)C.[F:25][B-:26]([F:29])([F:28])[F:27].[Na+]. The catalyst class is: 2. Product: [F:25][B-:26]([F:29])([F:28])[F:27].[C:1]1([I+:20][C:16]2[CH:17]=[CH:18][CH:19]=[CH:14][CH:15]=2)[CH:6]=[CH:5][CH:4]=[CH:3][CH:2]=1.